Dataset: Forward reaction prediction with 1.9M reactions from USPTO patents (1976-2016). Task: Predict the product of the given reaction. (1) Given the reactants [NH2:1][C:2]1[CH:7]=[C:6]([CH2:8][OH:9])[CH:5]=[CH:4][N:3]=1.[C:10](OC(=O)C)(=[O:12])[CH3:11].[C:17](OCC)(=[O:19])[CH3:18], predict the reaction product. The product is: [C:10]([O:9][CH2:8][C:6]1[CH:5]=[CH:4][N:3]=[C:2]([NH:1][C:17](=[O:19])[CH3:18])[CH:7]=1)(=[O:12])[CH3:11]. (2) Given the reactants CN1CCOCC1.C(OC(Cl)=O)C(C)C.[C:16]([NH:26][C:27]([CH3:32])([C:29]([OH:31])=O)[CH3:28])([O:18][CH2:19][C:20]1[CH:25]=[CH:24][CH:23]=[CH:22][CH:21]=1)=[O:17].Cl.[CH3:34][NH:35][O:36][CH3:37].Cl, predict the reaction product. The product is: [CH3:37][O:36][N:35]([CH3:34])[C:29](=[O:31])[C:27]([NH:26][C:16](=[O:17])[O:18][CH2:19][C:20]1[CH:21]=[CH:22][CH:23]=[CH:24][CH:25]=1)([CH3:28])[CH3:32].